From a dataset of Experimentally validated miRNA-target interactions with 360,000+ pairs, plus equal number of negative samples. Binary Classification. Given a miRNA mature sequence and a target amino acid sequence, predict their likelihood of interaction. The miRNA is hsa-miR-490-3p with sequence CAACCUGGAGGACUCCAUGCUG. The protein sequence of the target gene is MLPLLLLPLLWGGSLQEKPVYELQVQKSVTVQEGLCVLVPCSFSYPWRSWYSSPPLYVYWFRDGEIPYYAEVVATNNPDRRVKPETQGRFRLLGDVQKKNCSLSIGDARMEDTGSYFFRVERGRDVKYSYQQNKLNLEVTALIEKPDIHFLEPLESGRPTRLSCSLPGSCEAGPPLTFSWTGNALSPLDPETTRSSELTLTPRPEDHGTNLTCQVKRQGAQVTTERTVQLNVSYAPQNLAISIFFRNGTGTALRILSNGMSVPIQEGQSLFLACTVDSNPPASLSWFREGKALNPSQTSM.... Result: 1 (interaction).